This data is from Full USPTO retrosynthesis dataset with 1.9M reactions from patents (1976-2016). The task is: Predict the reactants needed to synthesize the given product. (1) Given the product [CH2:1]([CH:3]1[CH2:8][N:7]([CH:9]2[CH2:10][O:11][CH2:12]2)[CH2:6][CH2:5][N:4]1[C:13]1[CH:14]=[CH:15][C:16]([NH:19][C:20]2[C:21](=[O:36])[N:22]([CH3:35])[CH:23]=[C:24]([C:38]3[C:43]([CH:44]=[O:45])=[C:42]([N:46]4[CH2:58][CH2:57][C:56]5[N:55]6[C:50]([CH2:51][CH2:52][CH2:53][CH2:54]6)=[CH:49][C:48]=5[C:47]4=[O:59])[N:41]=[CH:40][CH:39]=3)[CH:25]=2)=[N:17][CH:18]=1)[CH3:2], predict the reactants needed to synthesize it. The reactants are: [CH2:1]([C@H:3]1[CH2:8][N:7]([CH:9]2[CH2:12][O:11][CH2:10]2)[CH2:6][CH2:5][N:4]1[C:13]1[CH:14]=[CH:15][C:16]([NH:19][C:20]2[C:21](=[O:36])[N:22]([CH3:35])[CH:23]=[C:24](B3OC(C)(C)C(C)(C)O3)[CH:25]=2)=[N:17][CH:18]=1)[CH3:2].Cl[C:38]1[C:43]([CH:44]=[O:45])=[C:42]([N:46]2[CH2:58][CH2:57][C:56]3[N:55]4[C:50]([CH2:51][CH2:52][CH2:53][CH2:54]4)=[CH:49][C:48]=3[C:47]2=[O:59])[N:41]=[CH:40][CH:39]=1.O.C([O-])(=O)C.[Na+]. (2) The reactants are: [CH2:1]([O:8][C:9]1[CH:14]=[CH:13][N:12]([CH2:15][CH2:16][C:17]2[CH:22]=[CH:21][C:20]([CH2:23]O)=[CH:19][CH:18]=2)[C:11](=[O:25])[CH:10]=1)[C:2]1[CH:7]=[CH:6][CH:5]=[CH:4][CH:3]=1.P(Br)(Br)[Br:27]. Given the product [CH2:1]([O:8][C:9]1[CH:14]=[CH:13][N:12]([CH2:15][CH2:16][C:17]2[CH:22]=[CH:21][C:20]([CH2:23][Br:27])=[CH:19][CH:18]=2)[C:11](=[O:25])[CH:10]=1)[C:2]1[CH:7]=[CH:6][CH:5]=[CH:4][CH:3]=1, predict the reactants needed to synthesize it. (3) Given the product [Si:5]([O:23][CH2:22][CH2:21][NH:20][C:14]1[CH:19]=[CH:18][CH:17]=[CH:16][CH:15]=1)([C:2]([CH3:4])([CH3:3])[CH3:1])([CH3:7])[CH3:6], predict the reactants needed to synthesize it. The reactants are: [CH3:1][C:2]([Si:5](Cl)([CH3:7])[CH3:6])([CH3:4])[CH3:3].N1C=CN=C1.[C:14]1([NH:20][CH2:21][CH2:22][OH:23])[CH:19]=[CH:18][CH:17]=[CH:16][CH:15]=1. (4) Given the product [N+:2]([C:5]1[CH:6]=[CH:7][C:8]([N:11]2[CH2:12][CH2:13][N:14]([C:17]3[CH:24]=[CH:23][C:20]([CH2:21][N:25]4[CH2:30][CH2:29][O:28][CH2:27][CH2:26]4)=[CH:19][CH:18]=3)[CH2:15][CH2:16]2)=[CH:9][CH:10]=1)([O-:4])=[O:3], predict the reactants needed to synthesize it. The reactants are: O.[N+:2]([C:5]1[CH:10]=[CH:9][C:8]([N:11]2[CH2:16][CH2:15][N:14]([C:17]3[CH:24]=[CH:23][C:20]([CH:21]=O)=[CH:19][CH:18]=3)[CH2:13][CH2:12]2)=[CH:7][CH:6]=1)([O-:4])=[O:3].[NH:25]1[CH2:30][CH2:29][O:28][CH2:27][CH2:26]1.C([BH3-])#N.[Na+]. (5) Given the product [CH3:32][C:27]1([CH3:33])[C:28]([CH3:31])([CH3:30])[O:29][B:25]([C:2]2[CH:7]=[CH:6][C:5]([NH:8][C:9]3[S:10][C:11]4[CH:17]=[CH:16][CH:15]=[CH:14][C:12]=4[N:13]=3)=[CH:4][CH:3]=2)[O:26]1, predict the reactants needed to synthesize it. The reactants are: Br[C:2]1[CH:7]=[CH:6][C:5]([NH:8][C:9]2[S:10][C:11]3[CH:17]=[CH:16][CH:15]=[CH:14][C:12]=3[N:13]=2)=[CH:4][CH:3]=1.FC1C=C([B:25]2[O:29][C:28]([CH3:31])([CH3:30])[C:27]([CH3:33])([CH3:32])[O:26]2)C=CC=1NC1OC2C=CC=CC=2N=1.